This data is from Full USPTO retrosynthesis dataset with 1.9M reactions from patents (1976-2016). The task is: Predict the reactants needed to synthesize the given product. (1) Given the product [NH2:8][O:9][CH2:10][C:11]([O:13][CH:14]([CH2:17][CH3:18])[CH2:15][CH3:16])=[O:12], predict the reactants needed to synthesize it. The reactants are: C(OC([NH:8][O:9][CH2:10][C:11]([O:13][CH:14]([CH2:17][CH3:18])[CH2:15][CH3:16])=[O:12])=O)(C)(C)C.C(O)(C(F)(F)F)=O. (2) Given the product [O:1]1[CH2:5][CH2:4][CH:3]([CH:6]2[C:15]3[C:10]4=[C:11]([CH2:21][NH:18][CH2:17][CH2:16][N:9]4[CH2:8][CH2:7]2)[CH:12]=[CH:13][CH:14]=3)[CH2:2]1, predict the reactants needed to synthesize it. The reactants are: [O:1]1[CH2:5][CH2:4][CH:3]([CH:6]2[C:15]3[C:10](=[CH:11][CH:12]=[CH:13][CH:14]=3)[N:9]([CH2:16][CH2:17][NH2:18])[CH2:8][CH2:7]2)[CH2:2]1.C=O.[C:21](O)(C(F)(F)F)=O. (3) The reactants are: [C:1]1([CH2:7][C:8]([OH:10])=O)[CH:6]=[CH:5][CH:4]=[CH:3][CH:2]=1.IC1C=CC(OC)=CC=1B(O)O.[CH2:23]([NH2:30])[C:24]1[CH:29]=[CH:28][CH:27]=[CH:26][CH:25]=1. Given the product [CH2:23]([NH:30][C:8](=[O:10])[CH2:7][C:1]1[CH:2]=[CH:3][CH:4]=[CH:5][CH:6]=1)[C:24]1[CH:29]=[CH:28][CH:27]=[CH:26][CH:25]=1, predict the reactants needed to synthesize it.